Dataset: Experimentally validated miRNA-target interactions with 360,000+ pairs, plus equal number of negative samples. Task: Binary Classification. Given a miRNA mature sequence and a target amino acid sequence, predict their likelihood of interaction. (1) The miRNA is hsa-miR-3135a with sequence UGCCUAGGCUGAGACUGCAGUG. The protein sequence of the target gene is MYHSSSQKRHWTFASEEQLARLRADANRKFKCKAVANGKVLPNDPVFLEPHEELTLCKYYEKRLLEFCSVFKPAMPRSVVGTACMYFKRFYLNNSVMEYHPRIIMLTCAFLACKVDEFNVSSPQFVGNLRESPLGQERALEQILEYELLLIQQLNFHLIVHNPYRPFEGFLIDIKTRYPMLENPEILRKTADDFLSRIALTDAYLLYTPSQIALTAILSSASRAGITMESYLSESLMLKENRTCLSQLLDIMKSMRNLVKKYEPPRSDEVAVLKQKLERCHSSDLALNAVTKKRKGYEDD.... Result: 0 (no interaction). (2) The miRNA is mmu-miR-124-3p with sequence UAAGGCACGCGGUGAAUGCC. The protein sequence of the target gene is MEAKGGTVKAASGFNATEDAQTLRKAMKGLGTDEDAIIGILAYRNTAQRQEIRSAYKSTIGRDLIEDLKSELSSNFEQVILGLMTPTVLYDVQELRRAMKGAGTDEGCLIEILASRTPEEIRRINQTYQQQYGRSLEEDICSDTSFMFQRVLVSLSAAGRDEGNYLDDALMKQDAQELYEAGEKRWGTDEVKFLSILCSRNRNHLLHVFDEYKRISQKDIEQSIKSETSGSFEDALLAIVKCMRSKPSYFAERLYKSMKGLGTDDNTLIRVMVSRAEIDMLDIRASFKRLYGKSLYSFIK.... Result: 1 (interaction). (3) The miRNA is mmu-miR-541-5p with sequence AAGGGAUUCUGAUGUUGGUCACACU. The protein sequence of the target gene is MAENADDDLNSNLLHAPYLTGDPQLDTAIGQWLRWDKNPKTKEQIENLLRNGMNKELRDRLCCRMTFGTAGLRSAMGAGFCYINDLTVIQSTQGMYKYLERCFSDFKQRGFVVGYDTRGQVTSSCSSQRLAKLTAAVLLAKDIPVYLFSRYVPTPFVPYAVQELKAVAGVMITASHNRKEDNGYKVYWETGAQITSPHDKEILKCIEECVEPWNDSWNDNLVDTSPLKKDPLQDICKKYMEDLKKICFYRDLNSKTTLKFVHTSFHGVGHDYVQLAFQVFGFKPPIPVPEQKDPDPDFST.... Result: 1 (interaction). (4) The miRNA is hsa-miR-1538 with sequence CGGCCCGGGCUGCUGCUGUUCCU. The protein sequence of the target gene is MIALFNKLLDWFKALFWKEEMELTLVGLQYSGKTTFVNVIASGQFNEDMIPTVGFNMRKITKGNVTIKLWDIGGQPRFRSMWERYCRGVSAIVYMVDAADQEKIEASKNELHNLLDKPQLQGIPVLVLGNKRDLAGALDEKELIEKMNLSAIQDREICCYSISCKEKDNIDITLQWLIQHSKSRRS. Result: 0 (no interaction). (5) The miRNA is mmu-miR-488-3p with sequence UUGAAAGGCUGUUUCUUGGUC. The protein sequence of the target gene is MAPSLWKGLVGIGLFALAHAAFSAAQHRSYMRLTEKEDESLPIDIVLQTLLAFAVTCYGIVHIAGEFKDMDATSELKNKTFDTLRNHPSFYVFNHRGRVLFRPSDTANSSNQDALSSNTSLKLRKLESLRR. Result: 0 (no interaction). (6) The miRNA is mmu-miR-541-5p with sequence AAGGGAUUCUGAUGUUGGUCACACU. The protein sequence of the target gene is MAAPCGSELPANSPLKIPKMEVLSPASPGGLSDGNPSLSDPSTPRGASPLGPGSAAGSGAAASGGLGLGLGGRSAASSSVSFSPGGGGGGAAAAAAAACRGMSWTPAETNALIAVWGNERLVEARYQQLEGAGTVFGSKAPGPAMYERVSRALAELGYERTPSQCRERIKTLRRCYSRVKEHGVGKRKSSYTFEQLEQVFGQGGWDAQPCQPVLINSSGLYQELESDGSTMEDYSQEDWGNHSQDLHGYPTDQELDEIPVTKRTLKIKQESSEEAQKRDIMQNIVQILESVQLKWELFQS.... Result: 0 (no interaction).